Task: Regression. Given two drug SMILES strings and cell line genomic features, predict the synergy score measuring deviation from expected non-interaction effect.. Dataset: NCI-60 drug combinations with 297,098 pairs across 59 cell lines (1) Drug 1: CC1C(C(CC(O1)OC2CC(CC3=C2C(=C4C(=C3O)C(=O)C5=C(C4=O)C(=CC=C5)OC)O)(C(=O)CO)O)N)O.Cl. Drug 2: C1=NC2=C(N1)C(=S)N=CN2. Cell line: SNB-75. Synergy scores: CSS=30.2, Synergy_ZIP=-8.39, Synergy_Bliss=-1.62, Synergy_Loewe=-3.60, Synergy_HSA=-0.819. (2) Cell line: MOLT-4. Drug 1: CN(C)N=NC1=C(NC=N1)C(=O)N. Drug 2: C1=CC=C(C(=C1)C(C2=CC=C(C=C2)Cl)C(Cl)Cl)Cl. Synergy scores: CSS=32.7, Synergy_ZIP=10.9, Synergy_Bliss=17.8, Synergy_Loewe=16.5, Synergy_HSA=18.3. (3) Drug 1: C1CC(C1)(C(=O)O)C(=O)O.[NH2-].[NH2-].[Pt+2]. Drug 2: C1CN(P(=O)(OC1)NCCCl)CCCl. Cell line: MALME-3M. Synergy scores: CSS=-4.07, Synergy_ZIP=0.473, Synergy_Bliss=-0.377, Synergy_Loewe=-3.19, Synergy_HSA=-6.46. (4) Drug 1: CC=C1C(=O)NC(C(=O)OC2CC(=O)NC(C(=O)NC(CSSCCC=C2)C(=O)N1)C(C)C)C(C)C. Drug 2: C1C(C(OC1N2C=NC3=C2NC=NCC3O)CO)O. Cell line: 786-0. Synergy scores: CSS=26.8, Synergy_ZIP=3.81, Synergy_Bliss=5.48, Synergy_Loewe=-38.6, Synergy_HSA=3.70. (5) Drug 1: C1=NC2=C(N=C(N=C2N1C3C(C(C(O3)CO)O)O)F)N. Drug 2: CCC1=C2CN3C(=CC4=C(C3=O)COC(=O)C4(CC)O)C2=NC5=C1C=C(C=C5)O. Cell line: SW-620. Synergy scores: CSS=25.3, Synergy_ZIP=-7.67, Synergy_Bliss=-2.87, Synergy_Loewe=-13.0, Synergy_HSA=-2.35.